From a dataset of Reaction yield outcomes from USPTO patents with 853,638 reactions. Predict the reaction yield, written as a fraction of the theoretical maximum amount of product (1.0 means a 100% yield; for example, 0.34 means a 34% yield). (1) The reactants are ON1[C:6](=[O:7])[CH2:5][CH2:4][C:3]1=O.[C:9]1([CH3:16])C=CC=C(C)[CH:10]=1.[O:17]=O.[C:19]([OH:22])(=[O:21])C. No catalyst specified. The product is [C:19]([OH:22])(=[O:21])[C:3]1[CH:16]=[CH:9][CH:10]=[C:5]([C:6]([OH:7])=[O:17])[CH:4]=1. The yield is 0.800. (2) The reactants are [CH2:1]([OH:10])[CH2:2][CH2:3][CH2:4][CH2:5][CH2:6][CH2:7][CH2:8][OH:9].[H-].[Na+].Br[CH2:14][CH2:15][CH2:16][CH2:17][CH2:18][CH2:19][CH3:20].O. The catalyst is CN(C=O)C.C(OCC)(=O)C. The product is [CH2:14]([O:9][CH2:8][CH2:7][CH2:6][CH2:5][CH2:4][CH2:3][CH2:2][CH2:1][OH:10])[CH2:15][CH2:16][CH2:17][CH2:18][CH2:19][CH3:20]. The yield is 0.330. (3) The yield is 0.910. The catalyst is CCO.O.[Fe]. The product is [NH2:12][C:5]1[CH:4]=[CH:3][C:2]([Cl:1])=[CH:7][C:6]=1[C:8](=[O:11])[CH2:9][CH3:10]. The reactants are [Cl:1][C:2]1[CH:3]=[CH:4][C:5]([N+:12]([O-])=O)=[C:6]([C:8](=[O:11])[CH2:9][CH3:10])[CH:7]=1.[NH4+].[Cl-]. (4) The reactants are [NH2:1][C:2]1[C:7]2=[C:8]([C:21]#[C:22][Si](C)(C)C)[CH:9]=[C:10]([C@@H:11]3[O:17][C@H:16]([CH2:18][OH:19])[C@@H:14]([OH:15])[C@@:12]3([CH3:20])[OH:13])[N:6]2[N:5]=[CH:4][N:3]=1.C(=O)([O-])[O-]. The catalyst is CO. The product is [NH2:1][C:2]1[C:7]2=[C:8]([C:21]#[CH:22])[CH:9]=[C:10]([C@@H:11]3[O:17][C@H:16]([CH2:18][OH:19])[C@@H:14]([OH:15])[C@@:12]3([CH3:20])[OH:13])[N:6]2[N:5]=[CH:4][N:3]=1. The yield is 0.280. (5) The reactants are [OH:1][C:2]1[CH:3]=[C:4]2[C:9](=[CH:10][CH:11]=1)[CH:8]=[C:7]([C@:12]1([CH3:18])[CH2:16][O:15][C:14](=[O:17])[NH:13]1)[CH:6]=[CH:5]2.[C@@H:19]12[CH2:25][C@@H:22]([CH2:23][CH2:24]1)[CH2:21][CH:20]2O.C1(P(C2C=CC=CC=2)C2C=CC=CC=2)C=CC=CC=1.N(C(OC(C)C)=O)=NC(OC(C)C)=O. No catalyst specified. The product is [C@@H:19]12[CH2:25][C@@H:22]([CH2:23][CH2:24]1)[CH2:21][CH:20]2[O:1][C:2]1[CH:3]=[C:4]2[C:9](=[CH:10][CH:11]=1)[CH:8]=[C:7]([C@:12]1([CH3:18])[CH2:16][O:15][C:14](=[O:17])[NH:13]1)[CH:6]=[CH:5]2. The yield is 0.400. (6) The reactants are [Cl:1][C:2]1[CH:7]=[CH:6][C:5]([CH3:8])=[CH:4][C:3]=1[OH:9].[C:10](=O)([O-])[O-].[K+].[K+].S(OC)(OC)(=O)=O. The catalyst is CN(C=O)C.O. The product is [Cl:1][C:2]1[CH:7]=[CH:6][C:5]([CH3:8])=[CH:4][C:3]=1[O:9][CH3:10]. The yield is 1.00.